This data is from Reaction yield outcomes from USPTO patents with 853,638 reactions. The task is: Predict the reaction yield, written as a fraction of the theoretical maximum amount of product (1.0 means a 100% yield; for example, 0.34 means a 34% yield). (1) The reactants are [C:1]([O:5][C:6](=[O:17])[NH:7][CH2:8][C:9]1[CH:14]=[CH:13][C:12]([CH2:15][OH:16])=[CH:11][CH:10]=1)([CH3:4])([CH3:3])[CH3:2].C(=O)=O.CC(C)=O.CC(OI1(OC(C)=O)(OC(C)=O)OC(=O)C2C=CC=CC1=2)=O.C(=O)(O)[O-].[Na+].S([O-])([O-])=O.[Na+].[Na+]. The catalyst is C(Cl)Cl. The product is [C:1]([O:5][C:6](=[O:17])[NH:7][CH2:8][C:9]1[CH:10]=[CH:11][C:12]([CH:15]=[O:16])=[CH:13][CH:14]=1)([CH3:4])([CH3:2])[CH3:3]. The yield is 1.00. (2) The reactants are [F:1][C:2]([F:12])([F:11])[C:3]1[N:8]=[CH:7][C:6]([CH:9]=[O:10])=[CH:5][CH:4]=1.[CH2:13]([Mg]Br)[CH3:14].C([O-])(O)=O.[Na+]. The catalyst is C1COCC1. The product is [F:12][C:2]([F:11])([F:1])[C:3]1[N:8]=[CH:7][C:6]([CH:9]([OH:10])[CH2:13][CH3:14])=[CH:5][CH:4]=1. The yield is 0.490. (3) The reactants are [Br:1][C:2]1[CH:3]=[N:4][CH:5]=[CH:6][C:7]=1[O:8][CH:9]1[CH2:14][CH2:13][C:12]2([CH2:19][CH2:18][CH2:17][CH2:16][CH2:15]2)[CH2:11][CH2:10]1.ClC1C=CC=C(C(OO)=[O:28])C=1. The catalyst is ClCCl. The product is [Br:1][C:2]1[CH:3]=[N+:4]([O-:28])[CH:5]=[CH:6][C:7]=1[O:8][CH:9]1[CH2:10][CH2:11][C:12]2([CH2:15][CH2:16][CH2:17][CH2:18][CH2:19]2)[CH2:13][CH2:14]1. The yield is 0.890. (4) The reactants are C[O:2][C:3]([C:5]1[C:6]([C:14]2[CH:19]=[CH:18][CH:17]=[CH:16][C:15]=2[N+:20]([O-:22])=[O:21])=[CH:7][CH:8]=[C:9]([C:11](=[S:13])[NH2:12])[CH:10]=1)=[O:4].[F:23][C:24]([F:37])([F:36])[O:25][C:26]1[CH:35]=[CH:34][C:29]([C:30](=O)[CH2:31]Br)=[CH:28][CH:27]=1. No catalyst specified. The product is [N+:20]([C:15]1[CH:16]=[CH:17][CH:18]=[CH:19][C:14]=1[C:6]1[C:5]([C:3]([OH:2])=[O:4])=[CH:10][C:9]([C:11]2[S:13][CH:31]=[C:30]([C:29]3[CH:28]=[CH:27][C:26]([O:25][C:24]([F:23])([F:36])[F:37])=[CH:35][CH:34]=3)[N:12]=2)=[CH:8][CH:7]=1)([O-:22])=[O:21]. The yield is 0.620. (5) The reactants are [CH3:1][CH:2]([CH2:7][C:8]([CH3:11])([CH3:10])[CH3:9])[CH2:3][PH:4](=[O:6])[OH:5].[C:12]([OH:31])(=[O:30])[CH2:13][CH2:14][CH2:15][CH2:16][CH2:17][CH2:18][CH2:19]/[CH:20]=[CH:21]\[CH2:22][CH2:23][CH2:24][CH2:25][CH2:26][CH2:27][CH2:28][CH3:29]. The catalyst is C(OOC(CC)(C)C)(CC)(C)C. The product is [OH:6][P:4]([CH2:3][CH:2]([CH3:1])[CH2:7][C:8]([CH3:10])([CH3:9])[CH3:11])([CH:21]([CH2:22][CH2:23][CH2:24][CH2:25][CH2:26][CH2:27][CH2:28][CH3:29])[CH2:20][CH2:19][CH2:18][CH2:17][CH2:16][CH2:15][CH2:14][CH2:13][C:12]([OH:31])=[O:30])=[O:5]. The yield is 0.830. (6) The reactants are Cl.[Cl:2][CH2:3][CH2:4][C:5]1[C:10](=[O:11])[N:9]2[CH:12]=[CH:13][CH:14]=[C:15]([OH:16])[C:8]2=[N:7][C:6]=1[CH3:17].CO.S1C=CC=C1.C([O-])(=O)C.[K+]. The catalyst is [Pd].O. The product is [Cl:2][CH2:3][CH2:4][C:5]1[C:10](=[O:11])[N:9]2[CH2:12][CH2:13][CH2:14][CH:15]([OH:16])[C:8]2=[N:7][C:6]=1[CH3:17]. The yield is 0.754.